Task: Predict which catalyst facilitates the given reaction.. Dataset: Catalyst prediction with 721,799 reactions and 888 catalyst types from USPTO (1) Reactant: [CH3:1][O:2][C:3]1[CH:12]=[C:11]2[C:6]([CH:7]=[CH:8][C:9](=[O:16])[N:10]2[CH2:13][CH:14]=O)=[N:5][CH:4]=1.[OH:17][C@H:18]1[CH2:22][NH:21][CH2:20][C@H:19]1[CH2:23][NH:24][C:25](=[O:34])[O:26][CH2:27][C:28]1[CH:33]=[CH:32][CH:31]=[CH:30][CH:29]=1.C(N(CC)CC)C.[BH-](OC(C)=O)(OC(C)=O)OC(C)=O.[Na+]. Product: [OH:17][C@H:18]1[CH2:22][N:21]([CH2:14][CH2:13][N:10]2[C:11]3[C:6](=[N:5][CH:4]=[C:3]([O:2][CH3:1])[CH:12]=3)[CH:7]=[CH:8][C:9]2=[O:16])[CH2:20][C@H:19]1[CH2:23][NH:24][C:25](=[O:34])[O:26][CH2:27][C:28]1[CH:33]=[CH:32][CH:31]=[CH:30][CH:29]=1. The catalyst class is: 254. (2) Reactant: [CH2:1](I)[CH3:2].[OH:4][C:5]1[CH:6]=[C:7]2[C:16](=[CH:17][CH:18]=1)[N:15]=[CH:14][C:13]1[O:12][CH2:11][CH:10]([C@H:19]3[CH2:24][CH2:23][C@H:22]([NH:25][C:26]([C:28]4[CH:29]=[CH:30][C:31]5[S:36][CH2:35][C:34](=[O:37])[NH:33][C:32]=5[CH:38]=4)=[O:27])[CH2:21][CH2:20]3)[CH2:9][C:8]2=1.[H-].[Na+]. Product: [CH2:1]([O:4][C:5]1[CH:6]=[C:7]2[C:16](=[CH:17][CH:18]=1)[N:15]=[CH:14][C:13]1[O:12][CH2:11][CH:10]([C@H:19]3[CH2:24][CH2:23][C@H:22]([NH:25][C:26]([C:28]4[CH:29]=[CH:30][C:31]5[S:36][CH2:35][C:34](=[O:37])[NH:33][C:32]=5[CH:38]=4)=[O:27])[CH2:21][CH2:20]3)[CH2:9][C:8]2=1)[CH3:2]. The catalyst class is: 9.